Predict the reaction yield, written as a fraction of the theoretical maximum amount of product (1.0 means a 100% yield; for example, 0.34 means a 34% yield). From a dataset of Reaction yield outcomes from USPTO patents with 853,638 reactions. (1) The reactants are [CH2:1]([C@@H:5]1[NH:10][CH2:9][C@H:8]([CH2:11][CH:12]([CH3:14])[CH3:13])[NH:7][C:6]1=[O:15])[CH:2]([CH3:4])[CH3:3].[Cl:16][C:17]1[CH:22]=[CH:21][C:20]([C:23]2[O:27][N:26]=[C:25]([C:28](O)=[O:29])[CH:24]=2)=[CH:19][C:18]=1[F:31].C([C@@H]1N(C(=O)/C=C/C2C=CC=CC=2)C[C@H](CC(C)C)NC1=O)C(C)C. No catalyst specified. The product is [Cl:16][C:17]1[CH:22]=[CH:21][C:20]([C:23]2[O:27][N:26]=[C:25]([C:28]([N:10]3[CH2:9][C@H:8]([CH2:11][CH:12]([CH3:14])[CH3:13])[NH:7][C:6](=[O:15])[C@@H:5]3[CH2:1][CH:2]([CH3:4])[CH3:3])=[O:29])[CH:24]=2)=[CH:19][C:18]=1[F:31]. The yield is 0.760. (2) The reactants are [NH2:1][O:2][CH2:3][CH2:4][CH2:5][CH2:6][N-:7][CH3:8].[F:9][C:10]1[C:11]([NH:26][C:27]2[CH:32]=[CH:31][C:30]([I:33])=[CH:29][C:28]=2[F:34])=[C:12]([CH:20]=[C:21]([CH:24]=O)[C:22]=1[F:23])[C:13]([NH:15][O:16][CH2:17][CH2:18][OH:19])=[O:14].[O:35]1CCCC1.CO. No catalyst specified. The product is [F:9][C:10]1[C:11]([NH:26][C:27]2[CH:32]=[CH:31][C:30]([I:33])=[CH:29][C:28]=2[F:34])=[C:12]([CH:20]=[C:21](/[CH:24]=[N:1]/[O:2][CH2:3][CH2:4][CH2:5][C:6](=[O:35])[NH:7][CH3:8])[C:22]=1[F:23])[C:13]([NH:15][O:16][CH2:17][CH2:18][OH:19])=[O:14]. The yield is 0.790. (3) The reactants are [C:1]([C:3]1[CH:8]=[CH:7][C:6]([NH:9][C:10](=[O:17])[CH2:11][CH2:12][CH2:13][C:14]([OH:16])=O)=[CH:5][CH:4]=1)#[N:2].[CH2:18]([N:20]1[C:32]2[CH:31]=[CH:30][C:29]([NH2:33])=[CH:28][C:27]=2[C:26]2[C:21]1=[CH:22][CH:23]=[CH:24][CH:25]=2)[CH3:19].CCN(C(C)C)C(C)C.CN(C(ON1N=NC2C=CC=NC1=2)=[N+](C)C)C.F[P-](F)(F)(F)(F)F. The catalyst is CN(C=O)C.O. The product is [C:1]([C:3]1[CH:4]=[CH:5][C:6]([NH:9][C:10](=[O:17])[CH2:11][CH2:12][CH2:13][C:14]([NH:33][C:29]2[CH:30]=[CH:31][C:32]3[N:20]([CH2:18][CH3:19])[C:21]4[C:26]([C:27]=3[CH:28]=2)=[CH:25][CH:24]=[CH:23][CH:22]=4)=[O:16])=[CH:7][CH:8]=1)#[N:2]. The yield is 0.627.